From a dataset of hERG Central: cardiac toxicity at 1µM, 10µM, and general inhibition. Predict hERG channel inhibition at various concentrations. (1) The compound is Cc1ccccc1-c1nc(C#N)c(NCc2ccco2)o1. Results: hERG_inhib (hERG inhibition (general)): blocker. (2) The molecule is O=C(c1cccs1)N1CCCC(N2CCN(c3ccc(F)cc3)CC2)C1. Results: hERG_inhib (hERG inhibition (general)): blocker. (3) The drug is CCC1C(=O)CC(c2ccc([N+](=O)[O-])cc2)NC1c1ccc([N+](=O)[O-])cc1. Results: hERG_inhib (hERG inhibition (general)): blocker. (4) Results: hERG_inhib (hERG inhibition (general)): blocker. The molecule is Cc1ccc(S(=O)(=O)N(C)CC(=O)N2CCN(Cc3ccc4c(c3)OCO4)CC2)cc1. (5) The compound is COc1ccc(/C=C/C(=O)NCCCN2CCCCCC2)cc1. Results: hERG_inhib (hERG inhibition (general)): blocker. (6) The compound is Cn1nc(C(=O)NNC(=O)CCc2ccccc2Cl)c2ccccc2c1=O. Results: hERG_inhib (hERG inhibition (general)): blocker. (7) The compound is S=C(Nc1ccc(Cl)cc1)NC1CC2CCCC(C1)N2C1CCCC1. Results: hERG_inhib (hERG inhibition (general)): blocker. (8) The molecule is O=C(CN1CCN(Cc2ccccc2)CC1)Nc1ccc(Cl)cc1. Results: hERG_inhib (hERG inhibition (general)): blocker.